From a dataset of Reaction yield outcomes from USPTO patents with 853,638 reactions. Predict the reaction yield, written as a fraction of the theoretical maximum amount of product (1.0 means a 100% yield; for example, 0.34 means a 34% yield). (1) The reactants are [Cl:1][C:2]1[N:3]=[C:4](Cl)[C:5]2[CH:10]=[CH:9][S:8][C:6]=2[N:7]=1.C(O)(C(F)(F)F)=O.[CH3:19][C:20]1[CH:26]=[C:25]([CH3:27])[CH:24]=[C:23]([CH3:28])[C:21]=1[NH2:22]. The catalyst is C(Cl)Cl. The product is [Cl:1][C:2]1[N:3]=[C:4]([NH:22][C:21]2[C:23]([CH3:28])=[CH:24][C:25]([CH3:27])=[CH:26][C:20]=2[CH3:19])[C:5]2[CH:10]=[CH:9][S:8][C:6]=2[N:7]=1. The yield is 0.360. (2) The reactants are Br[C:2]1[CH:3]=[CH:4][C:5]2[O:11][CH2:10][CH2:9][N:8]3[C:12]([C:18]([NH:20][CH3:21])=[O:19])=[C:13]([C:15]([NH2:17])=[O:16])[N:14]=[C:7]3[C:6]=2[CH:22]=1.[C:23]([C:25]1([OH:29])[CH2:28][CH2:27][CH2:26]1)#[CH:24]. No catalyst specified. The product is [OH:29][C:25]1([C:23]#[C:24][C:2]2[CH:3]=[CH:4][C:5]3[O:11][CH2:10][CH2:9][N:8]4[C:12]([C:18]([NH:20][CH3:21])=[O:19])=[C:13]([C:15]([NH2:17])=[O:16])[N:14]=[C:7]4[C:6]=3[CH:22]=2)[CH2:28][CH2:27][CH2:26]1. The yield is 0.462. (3) The reactants are [N:1]1[CH:6]=[CH:5][C:4]([CH2:7][CH2:8][CH2:9][CH2:10][N:11]2[CH2:18][CH:17]3[O:19][CH:13]([CH2:14][NH:15][CH2:16]3)[CH2:12]2)=[CH:3][CH:2]=1.Br[CH2:21][CH2:22][NH:23][C:24](=[O:30])[O:25][C:26]([CH3:29])([CH3:28])[CH3:27].C([O-])([O-])=O.[K+].[K+]. The catalyst is CC#N. The product is [N:1]1[CH:6]=[CH:5][C:4]([CH2:7][CH2:8][CH2:9][CH2:10][N:11]2[CH2:18][CH:17]3[O:19][CH:13]([CH2:14][N:15]([CH2:21][CH2:22][NH:23][C:24](=[O:30])[O:25][C:26]([CH3:29])([CH3:28])[CH3:27])[CH2:16]3)[CH2:12]2)=[CH:3][CH:2]=1. The yield is 0.510. (4) The reactants are [Br:1][C:2]1[N:3]=[C:4]([C:7]([OH:9])=O)[S:5][CH:6]=1.C1C=CC2N(O)N=NC=2C=1.[CH:20]12[NH:27][CH:24]([CH2:25][CH2:26]1)[CH2:23][O:22][CH2:21]2.C(Cl)CCl.C(N(CC)CC)C. The catalyst is CN(C=O)C.C(OCC)(=O)C. The product is [CH:24]12[N:27]([C:7]([C:4]3[S:5][CH:6]=[C:2]([Br:1])[N:3]=3)=[O:9])[CH:20]([CH2:26][CH2:25]1)[CH2:21][O:22][CH2:23]2. The yield is 0.171. (5) The reactants are [S:1]1[CH:5]=[CH:4][CH:3]=[C:2]1[CH2:6][NH2:7].CN(C(ON1N=NC2C=CC=NC1=2)=[N+](C)C)C.F[P-](F)(F)(F)(F)F.CCN(CC)CC.[CH2:39]([S:41][C:42]1[C:51]([C:52](O)=[O:53])=[C:50]([CH3:55])[C:49]2[C:44](=[CH:45][C:46]([C:56]([F:59])([F:58])[F:57])=[CH:47][CH:48]=2)[N:43]=1)[CH3:40]. The catalyst is C1COCC1.CCCCCC. The product is [CH2:39]([S:41][C:42]1[C:51]([C:52]([NH:7][CH2:6][C:2]2[S:1][CH:5]=[CH:4][CH:3]=2)=[O:53])=[C:50]([CH3:55])[C:49]2[C:44](=[CH:45][C:46]([C:56]([F:59])([F:57])[F:58])=[CH:47][CH:48]=2)[N:43]=1)[CH3:40]. The yield is 0.650. (6) The reactants are [NH2:1][C:2]1[CH:3]=[C:4]([CH:8]2[C:17]([CH3:19])([CH3:18])[CH2:16][C:15]3[C:10](=[CH:11][CH:12]=[C:13]([C:20]([OH:22])=[O:21])[CH:14]=3)[NH:9]2)[CH:5]=[CH:6][CH:7]=1.[CH3:23][CH:24]([S:26](Cl)(=[O:28])=[O:27])[CH3:25].C(OCC)(=O)C. The catalyst is N1C=CC=CC=1. The product is [CH3:19][C:17]1([CH3:18])[CH2:16][C:15]2[C:10](=[CH:11][CH:12]=[C:13]([C:20]([OH:22])=[O:21])[CH:14]=2)[NH:9][CH:8]1[C:4]1[CH:5]=[CH:6][CH:7]=[C:2]([NH:1][S:26]([CH:24]([CH3:25])[CH3:23])(=[O:28])=[O:27])[CH:3]=1. The yield is 0.368.